From a dataset of Forward reaction prediction with 1.9M reactions from USPTO patents (1976-2016). Predict the product of the given reaction. (1) Given the reactants Cl[CH2:2][C:3]1[O:7][C:6]([C:8]2[CH:13]=[CH:12][C:11]([C:14]3[C:19]([CH3:20])=[CH:18][CH:17]=[C:16]([C:21]([NH:23][CH:24]4[CH2:26][CH2:25]4)=[O:22])[CH:15]=3)=[CH:10][CH:9]=2)=[N:5][N:4]=1.[O-:27][CH2:28][CH3:29].[Na+], predict the reaction product. The product is: [CH:24]1([NH:23][C:21]([C:16]2[CH:15]=[C:14]([C:11]3[CH:12]=[CH:13][C:8]([C:6]4[O:7][C:3]([CH2:2][O:27][CH2:28][CH3:29])=[N:4][N:5]=4)=[CH:9][CH:10]=3)[C:19]([CH3:20])=[CH:18][CH:17]=2)=[O:22])[CH2:26][CH2:25]1. (2) Given the reactants [N:1]1[CH:9]=[C:8]2[C:4]([N:5]=[CH:6][NH:7]2)=[N:3][CH:2]=1.CC(O)=O.C(O[Na])(C)=O.[Br:19]Br, predict the reaction product. The product is: [Br:19][C:6]1[NH:7][C:8]2[C:4](=[N:3][CH:2]=[N:1][CH:9]=2)[N:5]=1. (3) Given the reactants [N+:1]([C:4]1[CH:18]=[CH:17][C:7]([CH2:8]P(=O)(OCC)OCC)=[CH:6][CH:5]=1)([O-:3])=[O:2].O=[C:20]1[CH2:25][CH2:24][N:23]([C:26]([O:28][C:29]([CH3:32])([CH3:31])[CH3:30])=[O:27])[CH2:22][CH2:21]1.[H-].[Na+], predict the reaction product. The product is: [N+:1]([C:4]1[CH:5]=[CH:6][C:7]([CH:8]=[C:20]2[CH2:25][CH2:24][N:23]([C:26]([O:28][C:29]([CH3:32])([CH3:31])[CH3:30])=[O:27])[CH2:22][CH2:21]2)=[CH:17][CH:18]=1)([O-:3])=[O:2]. (4) Given the reactants [CH3:1][C:2]1([C:7]2[O:11][C:10]([CH2:12][N:13]3[CH:17]=[CH:16][C:15]([NH2:18])=[N:14]3)=[CH:9][CH:8]=2)[O:6]CCO1.[CH3:19][O:20][C:21]1[CH:22]=[C:23]([C:27]2[S:31][CH:30]=[N:29][C:28]=2[C:32](O)=[O:33])[CH:24]=[CH:25][CH:26]=1, predict the reaction product. The product is: [C:2]([C:7]1[O:11][C:10]([CH2:12][N:13]2[CH:17]=[CH:16][C:15]([NH:18][C:32]([C:28]3[N:29]=[CH:30][S:31][C:27]=3[C:23]3[CH:24]=[CH:25][CH:26]=[C:21]([O:20][CH3:19])[CH:22]=3)=[O:33])=[N:14]2)=[CH:9][CH:8]=1)(=[O:6])[CH3:1]. (5) Given the reactants [N+:1]([C:4]1[CH:9]=[CH:8][C:7]([NH:10][CH2:11][C:12]([OH:14])=[O:13])=[CH:6][CH:5]=1)([O-:3])=[O:2].[CH:15](O)=O, predict the reaction product. The product is: [CH3:15][N:10]([CH2:11][C:12]([OH:14])=[O:13])[C:7]1[CH:6]=[CH:5][C:4]([N+:1]([O-:3])=[O:2])=[CH:9][CH:8]=1.